From a dataset of Forward reaction prediction with 1.9M reactions from USPTO patents (1976-2016). Predict the product of the given reaction. (1) Given the reactants [H-].[Na+].[N:3]([CH2:6][CH2:7][O:8][CH2:9][CH2:10][NH:11][C:12](=[O:18])[O:13][C:14]([CH3:17])([CH3:16])[CH3:15])=[N+:4]=[N-:5].[CH3:19]I, predict the reaction product. The product is: [N:3]([CH2:6][CH2:7][O:8][CH2:9][CH2:10][N:11]([CH3:19])[C:12](=[O:18])[O:13][C:14]([CH3:15])([CH3:17])[CH3:16])=[N+:4]=[N-:5]. (2) Given the reactants [CH:1]1([NH:4][C:5](=[O:33])[CH:6]([OH:32])[CH:7]([NH:15][C:16]([C@H:18]2[CH2:22][CH2:21][C:20](=[O:23])[N:19]2[CH2:24][C:25]2[CH:30]=[CH:29][CH:28]=[CH:27][C:26]=2[F:31])=[O:17])[CH2:8][C:9]2[CH:14]=[CH:13][CH:12]=[CH:11][CH:10]=2)[CH2:3][CH2:2]1.O, predict the reaction product. The product is: [CH:1]1([NH:4][C:5](=[O:33])[C:6](=[O:32])[CH:7]([NH:15][C:16]([C@H:18]2[CH2:22][CH2:21][C:20](=[O:23])[N:19]2[CH2:24][C:25]2[CH:30]=[CH:29][CH:28]=[CH:27][C:26]=2[F:31])=[O:17])[CH2:8][C:9]2[CH:10]=[CH:11][CH:12]=[CH:13][CH:14]=2)[CH2:2][CH2:3]1. (3) Given the reactants [F:1][C:2]1[CH:7]=[CH:6][C:5]([C:8]2[S:12][C:11]([CH3:13])=[N:10][C:9]=2[C:14]([N:16]2[CH2:21][CH2:20][CH2:19][CH:18]([CH3:22])[CH:17]2[CH:23]=O)=[O:15])=[CH:4][CH:3]=1.[F:25][C:26]1[CH:27]=[CH:28][C:29]([NH2:32])=[N:30][CH:31]=1.C([BH3-])#N.[Na+], predict the reaction product. The product is: [F:25][C:26]1[CH:27]=[CH:28][C:29]([NH:32][CH2:23][C@@H:17]2[C@H:18]([CH3:22])[CH2:19][CH2:20][CH2:21][N:16]2[C:14]([C:9]2[N:10]=[C:11]([CH3:13])[S:12][C:8]=2[C:5]2[CH:6]=[CH:7][C:2]([F:1])=[CH:3][CH:4]=2)=[O:15])=[N:30][CH:31]=1.